This data is from Forward reaction prediction with 1.9M reactions from USPTO patents (1976-2016). The task is: Predict the product of the given reaction. (1) The product is: [OH:1][C:2]1[CH:3]=[CH:4][C:5]2[C:9]([C:10]([NH2:12])=[O:11])=[C:8]([NH:13][C:14]([NH:16][C:17]3[CH:18]=[CH:19][C:20]([C:23]([F:26])([F:24])[F:25])=[CH:21][CH:22]=3)=[O:15])[S:7][C:6]=2[CH:27]=1. Given the reactants [O:1]=[C:2]1[CH2:27][C:6]2[S:7][C:8]([NH:13][C:14]([NH:16][C:17]3[CH:22]=[CH:21][C:20]([C:23]([F:26])([F:25])[F:24])=[CH:19][CH:18]=3)=[O:15])=[C:9]([C:10]([NH2:12])=[O:11])[C:5]=2[CH2:4][CH2:3]1.C(O)(=O)C, predict the reaction product. (2) Given the reactants CC1C=CC(S(O[CH2:12][CH2:13][CH2:14][C:15]2[C:23]3[C:18](=[CH:19][CH:20]=[C:21]([F:24])[CH:22]=3)[NH:17][CH:16]=2)(=O)=O)=CC=1.[CH3:25][C:26]1[N:27]=[C:28]([N:34]2[CH2:39][CH2:38][NH:37][CH2:36][CH2:35]2)[S:29][C:30]=1[C:31]([NH2:33])=[O:32].C(=O)([O-])[O-].[K+].[K+].[I-].[K+], predict the reaction product. The product is: [F:24][C:21]1[CH:22]=[C:23]2[C:18](=[CH:19][CH:20]=1)[NH:17][CH:16]=[C:15]2[CH2:14][CH2:13][CH2:12][N:37]1[CH2:38][CH2:39][N:34]([C:28]2[S:29][C:30]([C:31]([NH2:33])=[O:32])=[C:26]([CH3:25])[N:27]=2)[CH2:35][CH2:36]1. (3) Given the reactants [Cl:1][C:2]1[CH:7]=[CH:6][C:5]([CH2:8][C:9]([N:11]2[CH2:15][CH2:14][C@H:13]([NH:16][C:17]3[N:26]=[C:25]([N:27]4[CH2:32][CH2:31][N:30](C(OC(C)(C)C)=O)[CH2:29][CH2:28]4)[C:24]4[C:19](=[CH:20][CH:21]=[CH:22][CH:23]=4)[N:18]=3)[CH2:12]2)=[O:10])=[CH:4][CH:3]=1.[ClH:40], predict the reaction product. The product is: [ClH:1].[ClH:40].[Cl:1][C:2]1[CH:3]=[CH:4][C:5]([CH2:8][C:9]([N:11]2[CH2:15][CH2:14][C@H:13]([NH:16][C:17]3[N:26]=[C:25]([N:27]4[CH2:32][CH2:31][NH:30][CH2:29][CH2:28]4)[C:24]4[C:19](=[CH:20][CH:21]=[CH:22][CH:23]=4)[N:18]=3)[CH2:12]2)=[O:10])=[CH:6][CH:7]=1.